Dataset: Peptide-MHC class II binding affinity with 134,281 pairs from IEDB. Task: Regression. Given a peptide amino acid sequence and an MHC pseudo amino acid sequence, predict their binding affinity value. This is MHC class II binding data. (1) The peptide sequence is FIKVRQYDQILIEICGKKAIGTV. The MHC is DRB1_0802 with pseudo-sequence DRB1_0802. The binding affinity (normalized) is 0.466. (2) The peptide sequence is TKFKYLAGDYLSLAD. The MHC is HLA-DPA10201-DPB11401 with pseudo-sequence HLA-DPA10201-DPB11401. The binding affinity (normalized) is 0.525. (3) The peptide sequence is RAQLHVGAKQENWNT. The MHC is DRB3_0301 with pseudo-sequence DRB3_0301. The binding affinity (normalized) is 0. (4) The peptide sequence is EPAYFATAESVRDHL. The MHC is HLA-DQA10501-DQB10301 with pseudo-sequence HLA-DQA10501-DQB10301. The binding affinity (normalized) is 0.184. (5) The peptide sequence is LITPAEKVVYKLLRF. The MHC is DRB1_0802 with pseudo-sequence DRB1_0802. The binding affinity (normalized) is 0.411. (6) The peptide sequence is YASGKVWGQKYFKGN. The MHC is HLA-DPA10201-DPB10101 with pseudo-sequence HLA-DPA10201-DPB10101. The binding affinity (normalized) is 0.160. (7) The peptide sequence is EFKLLSEEKVPWDQV. The MHC is DRB1_0701 with pseudo-sequence DRB1_0701. The binding affinity (normalized) is 0.402. (8) The peptide sequence is ANAIFKLTYQNKVVKVQ. The MHC is DRB1_1302 with pseudo-sequence DRB1_1302. The binding affinity (normalized) is 0.776. (9) The peptide sequence is LYGLITEQFLCYALD. The MHC is DRB1_0101 with pseudo-sequence DRB1_0101. The binding affinity (normalized) is 0.579. (10) The peptide sequence is YDKFLANVSTVKTGK. The MHC is DRB1_1302 with pseudo-sequence DRB1_1302. The binding affinity (normalized) is 0.560.